This data is from Full USPTO retrosynthesis dataset with 1.9M reactions from patents (1976-2016). The task is: Predict the reactants needed to synthesize the given product. (1) Given the product [CH:27]1([CH2:30][O:26][CH:22]([C:15]2[N:16]=[C:17]3[C:12](=[CH:13][CH:14]=2)[CH2:11][C@H:10]2[N:18]3[C@H:19]([CH3:21])[CH2:20][NH:8][CH2:9]2)[CH2:23][CH2:24][CH3:25])[CH2:29][CH2:28]1, predict the reactants needed to synthesize it. The reactants are: C(OC([N:8]1[CH2:20][CH:19]([CH3:21])[N:18]2[CH:10]([CH2:11][C:12]3[C:17]2=[N:16][C:15]([CH:22]([OH:26])[CH2:23][CH2:24][CH3:25])=[CH:14][CH:13]=3)[CH2:9]1)=O)(C)(C)C.[CH:27]1([CH2:30]Br)[CH2:29][CH2:28]1. (2) Given the product [CH3:24][O:23][C:18]1[CH:17]=[C:16]([O:25][CH3:26])[CH:15]=[C:14]2[C:19]=1[C:20](=[O:22])[NH:21][C:12]([C:8]1[CH:9]=[C:10]([CH3:11])[C:5]([O:4][CH2:3][CH2:2][N:36]3[C:35](=[O:40])[CH:34]([C:28]4[CH:29]=[CH:30][CH:31]=[CH:32][CH:33]=4)[NH:38][C:37]3=[O:39])=[C:6]([CH3:27])[CH:7]=1)=[N:13]2, predict the reactants needed to synthesize it. The reactants are: O[CH2:2][CH2:3][O:4][C:5]1[C:10]([CH3:11])=[CH:9][C:8]([C:12]2[NH:21][C:20](=[O:22])[C:19]3[C:14](=[CH:15][C:16]([O:25][CH3:26])=[CH:17][C:18]=3[O:23][CH3:24])[N:13]=2)=[CH:7][C:6]=1[CH3:27].[C:28]1([CH:34]2[NH:38][C:37](=[O:39])[NH:36][C:35]2=[O:40])[CH:33]=[CH:32][CH:31]=[CH:30][CH:29]=1.C1(P(C2C=CC=CC=2)C2C=CC=CC=2)C=CC=CC=1.N(C(OCC)=O)=NC(OCC)=O. (3) Given the product [Si:26]([O:25][CH2:24][C@H:15]([NH:14][C:11]([C:9]1[NH:8][C:5]2=[CH:6][N:7]=[C:2]([Cl:1])[CH:3]=[C:4]2[CH:10]=1)=[O:13])[C@@H:16]([OH:17])[C:18]1[CH:23]=[CH:22][CH:21]=[CH:20][CH:19]=1)([C:29]([CH3:32])([CH3:31])[CH3:30])([CH3:28])[CH3:27], predict the reactants needed to synthesize it. The reactants are: [Cl:1][C:2]1[CH:3]=[C:4]2[CH:10]=[C:9]([C:11]([OH:13])=O)[NH:8][C:5]2=[CH:6][N:7]=1.[NH2:14][CH:15]([CH2:24][O:25][Si:26]([C:29]([CH3:32])([CH3:31])[CH3:30])([CH3:28])[CH3:27])[CH:16]([C:18]1[CH:23]=[CH:22][CH:21]=[CH:20][CH:19]=1)[OH:17].C1C=CC2N(O)N=NC=2C=1.CCN(C(C)C)C(C)C.CCN=C=NCCCN(C)C. (4) Given the product [NH2:14][C:13]1[C:5]([C:3]([OH:4])=[O:2])=[CH:6][C:7]2[N:11]=[CH:10][NH:9][C:8]=2[C:12]=1[Cl:15], predict the reactants needed to synthesize it. The reactants are: C[O:2][C:3]([C:5]1[C:13]([NH2:14])=[C:12]([Cl:15])[C:8]2[NH:9][CH:10]=[N:11][C:7]=2[CH:6]=1)=[O:4].[OH-].[Na+]. (5) Given the product [Cl:15][C:16]1[CH:17]=[C:18]([CH:19]=[N:31][C:29]([O:38][Si:2]([CH3:4])([CH3:3])[CH3:1])=[CH2:30])[CH:21]=[CH:22][CH:23]=1, predict the reactants needed to synthesize it. The reactants are: [CH3:1][Si:2](N[Si:2]([CH3:4])([CH3:3])[CH3:1])([CH3:4])[CH3:3].C([Li])CCC.[Cl:15][C:16]1[CH:17]=[C:18]([CH:21]=[CH:22][CH:23]=1)[CH:19]=O.C[Si](Cl)(C)C.[CH2:29]([N:31](CC)CC)[CH3:30].C(Cl)(=[O:38])C. (6) The reactants are: [H-].[Na+].[CH:3]1([N:7]2[CH2:13][CH2:12][C:11]3[CH:14]=[CH:15][C:16]([NH:18][C:19](=[O:32])[C:20]4[CH:25]=[CH:24][C:23]([C:26]5[CH:31]=[N:30][CH:29]=[CH:28][N:27]=5)=[CH:22][CH:21]=4)=[CH:17][C:10]=3[CH2:9][CH2:8]2)[CH2:6][CH2:5][CH2:4]1.[CH3:33]I. Given the product [CH:3]1([N:7]2[CH2:13][CH2:12][C:11]3[CH:14]=[CH:15][C:16]([N:18]([CH3:33])[C:19](=[O:32])[C:20]4[CH:25]=[CH:24][C:23]([C:26]5[CH:31]=[N:30][CH:29]=[CH:28][N:27]=5)=[CH:22][CH:21]=4)=[CH:17][C:10]=3[CH2:9][CH2:8]2)[CH2:4][CH2:5][CH2:6]1, predict the reactants needed to synthesize it. (7) Given the product [ClH:26].[CH3:1][CH:2]([O:7][C:8]1[CH:9]=[CH:10][C:11]2[CH2:12][NH:13][CH2:14][CH2:15][O:16][C:17]=2[N:18]=1)[CH:3]([CH3:6])[CH2:4][CH3:5], predict the reactants needed to synthesize it. The reactants are: [CH3:1][CH:2]([O:7][C:8]1[CH:9]=[CH:10][C:11]2[CH2:12][N:13](C(OC(C)(C)C)=O)[CH2:14][CH2:15][O:16][C:17]=2[N:18]=1)[CH:3]([CH3:6])[CH2:4][CH3:5].[ClH:26].C(OCC)(=O)C. (8) Given the product [C:7]([O:14][C:15]1[CH:20]=[CH:19][C:18]([C:21]([N:23]2[CH2:24][CH2:25][C:26]3([N:33]([CH3:34])[CH2:32][CH2:31][N:30]4[C:35]([C:38]([F:41])([F:40])[F:39])=[CH:36][CH:37]=[C:29]34)[CH2:27][CH2:28]2)=[O:22])=[CH:17][C:16]=1[O:42][CH3:43])([CH3:10])=[CH2:8], predict the reactants needed to synthesize it. The reactants are: C([O-])([O-])=O.[Cs+].[Cs+].[C:7]([CH2:10]C(=O)C)(=O)[CH3:8].[OH:14][C:15]1[CH:20]=[CH:19][C:18]([C:21]([N:23]2[CH2:28][CH2:27][C:26]3([N:33]([CH3:34])[CH2:32][CH2:31][N:30]4[C:35]([C:38]([F:41])([F:40])[F:39])=[CH:36][CH:37]=[C:29]34)[CH2:25][CH2:24]2)=[O:22])=[CH:17][C:16]=1[O:42][CH3:43].BrC(C)=C.